Dataset: Reaction yield outcomes from USPTO patents with 853,638 reactions. Task: Predict the reaction yield, written as a fraction of the theoretical maximum amount of product (1.0 means a 100% yield; for example, 0.34 means a 34% yield). (1) The reactants are [Cl:1][C:2]1[N:7]=[C:6](Cl)[C:5]([F:9])=[CH:4][N:3]=1.[NH2:10][CH2:11][CH2:12][CH2:13][OH:14].C(=O)([O-])[O-].[Na+].[Na+]. The catalyst is C(O)C. The product is [Cl:1][C:2]1[N:7]=[C:6]([NH:10][CH2:11][CH2:12][CH2:13][OH:14])[C:5]([F:9])=[CH:4][N:3]=1. The yield is 0.510. (2) The reactants are [Br:1][C:2]1[CH:3]=[C:4]([NH:10][C:11]2[N:16]=[CH:15][C:14]([N:17]3[CH2:22][CH2:21][N:20](C(OC(C)(C)C)=O)[CH2:19][CH2:18]3)=[CH:13][CH:12]=2)[C:5](=[O:9])[N:6]([CH3:8])[CH:7]=1. The catalyst is Cl.O1CCOCC1. The product is [Br:1][C:2]1[CH:3]=[C:4]([NH:10][C:11]2[CH:12]=[CH:13][C:14]([N:17]3[CH2:22][CH2:21][NH:20][CH2:19][CH2:18]3)=[CH:15][N:16]=2)[C:5](=[O:9])[N:6]([CH3:8])[CH:7]=1. The yield is 0.870. (3) The reactants are [CH2:1]([O:3][C:4]1[CH:9]=[CH:8][CH:7]=[CH:6][C:5]=1[C:10]1[NH:15][C:14](=[O:16])[N:13]2[C:17]([CH3:23])=[N:18][C:19]([CH2:20][CH2:21][CH3:22])=[C:12]2[N:11]=1)[CH3:2].[Cl:24][S:25](O)(=[O:27])=[O:26]. The catalyst is ClCCl. The product is [CH2:1]([O:3][C:4]1[CH:9]=[CH:8][C:7]([S:25]([Cl:24])(=[O:27])=[O:26])=[CH:6][C:5]=1[C:10]1[NH:15][C:14](=[O:16])[N:13]2[C:17]([CH3:23])=[N:18][C:19]([CH2:20][CH2:21][CH3:22])=[C:12]2[N:11]=1)[CH3:2]. The yield is 0.990. (4) The reactants are [Br:1][C:2]1[CH:11]=[C:10]2[C:5]([C:6](Cl)=[N:7][C:8]([Cl:12])=[N:9]2)=[CH:4][CH:3]=1.[NH:14]1[CH2:19][CH2:18][O:17][CH2:16][CH2:15]1. The catalyst is ClCCl. The product is [Br:1][C:2]1[CH:11]=[C:10]2[C:5]([C:6]([N:14]3[CH2:19][CH2:18][O:17][CH2:16][CH2:15]3)=[N:7][C:8]([Cl:12])=[N:9]2)=[CH:4][CH:3]=1. The yield is 0.840. (5) No catalyst specified. The product is [NH:22]1[C:26]2=[N:27][CH:28]=[CH:2][C:30]([N:31]3[CH2:32][CH2:33][CH:34]([CH:37]([C:40]4[CH:41]=[CH:42][C:43]([C:46]([F:48])([F:47])[F:49])=[CH:44][CH:45]=4)[CH2:38][NH2:39])[CH2:35][CH2:36]3)=[C:25]2[CH2:24][CH2:23]1. The yield is 0.119. The reactants are F[C:2](F)(F)C(O)=O.FC(F)(F)C(O)=O.COC1C=CC(C[N:22]2[C:26]3[N:27]=[CH:28]N=[C:30]([N:31]4[CH2:36][CH2:35][CH:34]([CH:37]([C:40]5[CH:45]=[CH:44][C:43]([C:46]([F:49])([F:48])[F:47])=[CH:42][CH:41]=5)[CH2:38][NH2:39])[CH2:33][CH2:32]4)[C:25]=3[CH2:24][CH2:23]2)=CC=1.FC(F)(F)C(O)=O.